Dataset: Peptide-MHC class II binding affinity with 134,281 pairs from IEDB. Task: Regression. Given a peptide amino acid sequence and an MHC pseudo amino acid sequence, predict their binding affinity value. This is MHC class II binding data. (1) The peptide sequence is EGKVVGLYGNGVVTK. The MHC is DRB1_1501 with pseudo-sequence DRB1_1501. The binding affinity (normalized) is 1.00. (2) The peptide sequence is KLNHYSFGDVKGELIDQLGV. The MHC is DRB1_1301 with pseudo-sequence DRB1_1301. The binding affinity (normalized) is 0. (3) The peptide sequence is NSQDHGWDLNAASAY. The MHC is DRB3_0101 with pseudo-sequence DRB3_0101. The binding affinity (normalized) is 0.385. (4) The peptide sequence is YWFAPGAGAAPLSWS. The MHC is HLA-DQA10104-DQB10503 with pseudo-sequence HLA-DQA10104-DQB10503. The binding affinity (normalized) is 0.0308. (5) The peptide sequence is YFKFLANVSTVLTGK. The MHC is DRB1_0802 with pseudo-sequence DRB1_0802. The binding affinity (normalized) is 0.671.